This data is from Full USPTO retrosynthesis dataset with 1.9M reactions from patents (1976-2016). The task is: Predict the reactants needed to synthesize the given product. (1) Given the product [Br:2][CH2:3][CH2:4][CH2:5][NH:6][C:21](=[O:22])[CH:20]([C:14]1[CH:19]=[CH:18][CH:17]=[CH:16][CH:15]=1)[C:24]1[CH:29]=[CH:28][CH:27]=[CH:26][CH:25]=1, predict the reactants needed to synthesize it. The reactants are: Br.[Br:2][CH2:3][CH2:4][CH2:5][NH2:6].C(N(CC)CC)C.[C:14]1([CH:20]([C:24]2[CH:29]=[CH:28][CH:27]=[CH:26][CH:25]=2)[C:21](Cl)=[O:22])[CH:19]=[CH:18][CH:17]=[CH:16][CH:15]=1. (2) Given the product [Br-:15].[Br:15][CH2:13][CH2:12][CH2:11][CH2:10][CH2:9][CH2:8][CH2:7][C:3]1[CH:2]=[N:1][CH:6]=[CH:5][CH:4]=1, predict the reactants needed to synthesize it. The reactants are: [N:1]1[CH:6]=[CH:5][CH:4]=[C:3]([CH2:7][CH2:8][CH2:9][CH2:10][CH2:11][CH2:12][CH2:13]O)[CH:2]=1.[BrH:15]. (3) Given the product [Cl:20][C:21]1[CH:26]=[CH:25][C:24]([O:27][CH2:2][C:3]([N:5]2[CH2:9][C@@H:8]3[CH2:10][N:11]([C:13]([O:15][C:16]([CH3:19])([CH3:18])[CH3:17])=[O:14])[CH2:12][C@@H:7]3[CH2:6]2)=[O:4])=[C:23]([CH3:28])[CH:22]=1, predict the reactants needed to synthesize it. The reactants are: Br[CH2:2][C:3]([N:5]1[CH2:9][C@@H:8]2[CH2:10][N:11]([C:13]([O:15][C:16]([CH3:19])([CH3:18])[CH3:17])=[O:14])[CH2:12][C@@H:7]2[CH2:6]1)=[O:4].[Cl:20][C:21]1[CH:26]=[CH:25][C:24]([OH:27])=[C:23]([CH3:28])[CH:22]=1.C(=O)([O-])[O-].[Cs+].[Cs+]. (4) Given the product [CH3:30][N:19]1[CH2:20][CH2:21][C:16]([CH2:15][N:5]([C@@H:6]2[CH2:8][C@H:7]2[C:9]2[CH:14]=[CH:13][CH:12]=[CH:11][CH:10]=2)[C:3](=[O:4])[C:2]([F:1])([F:26])[F:27])([C:22]([O:24][CH3:25])=[O:23])[CH2:17][CH2:18]1, predict the reactants needed to synthesize it. The reactants are: [F:1][C:2]([F:27])([F:26])[C:3]([N:5]([CH2:15][C:16]1([C:22]([O:24][CH3:25])=[O:23])[CH2:21][CH2:20][NH:19][CH2:18][CH2:17]1)[C@H:6]1[CH2:8][C@@H:7]1[C:9]1[CH:14]=[CH:13][CH:12]=[CH:11][CH:10]=1)=[O:4].C=O.[C:30](O)(=O)C.C(O[BH-](OC(=O)C)OC(=O)C)(=O)C.[Na+]. (5) Given the product [O:1]1[C:5]2[CH:6]=[CH:7][CH:8]=[C:9]([CH2:10][CH2:11][NH:12][C:13](=[O:15])[CH3:14])[C:4]=2[O:3][CH2:2]1, predict the reactants needed to synthesize it. The reactants are: [O:1]1[C:5]2[CH:6]=[CH:7][CH:8]=[C:9]([CH2:10][CH2:11][NH2:12])[C:4]=2[O:3][CH2:2]1.[C:13](OC(=O)C)(=[O:15])[CH3:14].